The task is: Regression. Given two drug SMILES strings and cell line genomic features, predict the synergy score measuring deviation from expected non-interaction effect.. This data is from NCI-60 drug combinations with 297,098 pairs across 59 cell lines. Drug 1: CN1CCC(CC1)COC2=C(C=C3C(=C2)N=CN=C3NC4=C(C=C(C=C4)Br)F)OC. Drug 2: CC=C1C(=O)NC(C(=O)OC2CC(=O)NC(C(=O)NC(CSSCCC=C2)C(=O)N1)C(C)C)C(C)C. Cell line: UO-31. Synergy scores: CSS=21.4, Synergy_ZIP=-7.07, Synergy_Bliss=-0.0522, Synergy_Loewe=1.20, Synergy_HSA=1.19.